Dataset: Forward reaction prediction with 1.9M reactions from USPTO patents (1976-2016). Task: Predict the product of the given reaction. (1) Given the reactants [H-].[Na+].P(=O)([O-])OC(CC)(CC)C#N.C([N:33]1[CH:37]=[C:36]([CH2:38][CH:39]2[CH2:48][CH2:47][C:46]3[C:41](=[CH:42][CH:43]=[CH:44][CH:45]=3)[C:40]2=O)[N:35]=[CH:34]1)(C1C=CC=CC=1)(C1C=CC=CC=1)C1C=CC=CC=1.C(OP([CH2:58][C:59]#[N:60])(=O)OCC)C, predict the reaction product. The product is: [NH:33]1[CH:37]=[C:36]([CH2:38][CH:39]2[CH2:48][CH2:47][C:46]3[C:41](=[CH:42][CH:43]=[CH:44][CH:45]=3)[C:40]2=[CH:58][C:59]#[N:60])[N:35]=[CH:34]1. (2) Given the reactants BrC1C=CC(O)=C(C2(O)C3C(=CC=CC=3)N(CCCCC)C2=O)C=1.O[C:26]1([C:42]2[CH:43]=[C:44]3[C:48](=[CH:49][C:50]=2[OH:51])[CH2:47][CH2:46][CH2:45]3)[C:34]2[C:29](=[CH:30][CH:31]=[CH:32][CH:33]=2)[N:28]([CH2:35][C:36]([O:38][CH2:39][CH3:40])=[O:37])[C:27]1=[O:41], predict the reaction product. The product is: [OH:51][C:50]1[CH:49]=[C:48]2[C:44]([CH2:45][CH2:46][CH2:47]2)=[CH:43][C:42]=1[CH:26]1[C:34]2[C:29](=[CH:30][CH:31]=[CH:32][CH:33]=2)[N:28]([CH2:35][C:36]([O:38][CH2:39][CH3:40])=[O:37])[C:27]1=[O:41]. (3) Given the reactants [I:1][C:2]1[CH:23]=[CH:22][C:5]([O:6][C:7]2[N:12]=[N:11][C:10]([O:13][CH:14]3[CH:19]4[CH2:20][CH2:21][N:16]([CH2:17][CH2:18]4)[CH2:15]3)=[CH:9][CH:8]=2)=[CH:4][CH:3]=1.[ClH:24], predict the reaction product. The product is: [ClH:24].[ClH:24].[ClH:24].[I:1][C:2]1[CH:3]=[CH:4][C:5]([O:6][C:7]2[N:12]=[N:11][C:10]([O:13][CH:14]3[CH:19]4[CH2:20][CH2:21][N:16]([CH2:17][CH2:18]4)[CH2:15]3)=[CH:9][CH:8]=2)=[CH:22][CH:23]=1. (4) Given the reactants [Cl:1][C:2]1[CH:3]=[C:4]([C:10]2([C:13]([NH:15][C:16]3[N:21]=[C:20]([C:22]4[CH:23]=[N:24][C:25]([O:29]C)=[C:26]([CH3:28])[CH:27]=4)[C:19]([CH3:31])=[CH:18][CH:17]=3)=[O:14])[CH2:12][CH2:11]2)[CH:5]=[CH:6][C:7]=1[O:8][CH3:9].[Si](I)(C)(C)C, predict the reaction product. The product is: [Cl:1][C:2]1[CH:3]=[C:4]([C:10]2([C:13]([NH:15][C:16]3[CH:17]=[CH:18][C:19]([CH3:31])=[C:20]([C:22]4[CH:27]=[C:26]([CH3:28])[C:25](=[O:29])[NH:24][CH:23]=4)[N:21]=3)=[O:14])[CH2:12][CH2:11]2)[CH:5]=[CH:6][C:7]=1[O:8][CH3:9]. (5) Given the reactants Cl[C:2]1[CH:3]=[C:4]([CH3:8])[CH:5]=[CH:6][CH:7]=1.[Mg].[CH3:10][Si:11]([CH3:14])([CH3:13])Cl, predict the reaction product. The product is: [CH3:10][Si:11]([CH3:14])([CH3:13])[C:2]1[CH:3]=[C:4]([CH3:8])[CH:5]=[CH:6][CH:7]=1. (6) Given the reactants [CH2:1]([C:11]1[O:20][C:14]2=[N:15][C:16](=[O:19])[NH:17][CH:18]=[C:13]2[CH:12]=1)[CH2:2][CH2:3][CH2:4][CH2:5][CH2:6][CH2:7][CH2:8][CH2:9][CH3:10].C(=O)([O-])[O-].[K+].[K+].[O:27]1[CH2:31][CH2:30][CH2:29][CH:28]1[CH2:32]OS(C)(=O)=O, predict the reaction product. The product is: [CH2:1]([C:11]1[O:20][C:14]2[N:15]=[C:16]([O:19][CH2:32][CH:28]3[CH2:29][CH2:30][CH2:31][O:27]3)[N:17]=[CH:18][C:13]=2[CH:12]=1)[CH2:2][CH2:3][CH2:4][CH2:5][CH2:6][CH2:7][CH2:8][CH2:9][CH3:10]. (7) Given the reactants [CH2:1]([S:3][CH2:4][C:5]1[CH:6]=[C:7]([NH:11][C:12](=[O:14])[CH3:13])[CH:8]=[CH:9][CH:10]=1)[CH3:2].C1C=C(Cl)C=C(C(OO)=[O:23])C=1.[OH2:26], predict the reaction product. The product is: [CH2:1]([S:3]([CH2:4][C:5]1[CH:6]=[C:7]([NH:11][C:12](=[O:14])[CH3:13])[CH:8]=[CH:9][CH:10]=1)(=[O:23])=[O:26])[CH3:2].